This data is from Catalyst prediction with 721,799 reactions and 888 catalyst types from USPTO. The task is: Predict which catalyst facilitates the given reaction. (1) Reactant: [CH3:1][C:2]1[O:11][C:10](=[O:12])[C:9]2[C:8](=[O:13])[CH2:7][CH:6]([CH:14]([CH3:16])[CH3:15])[O:5][C:4]=2[CH:3]=1.O.O.[OH-].[Li+].Cl. Product: [OH:5][C:4]1[CH:3]=[C:2]([CH3:1])[O:11][C:10](=[O:12])[C:9]=1[C:8](=[O:13])[CH:7]=[CH:6][CH:14]([CH3:15])[CH3:16]. The catalyst class is: 282. (2) Reactant: C([Li])CCC.C(OP([CH2:14][C:15]([OH:17])=[O:16])(OCC)=O)C.[CH3:18]/[C:19](/[CH:27]=O)=[CH:20]\[C:21]1[CH:26]=[CH:25][CH:24]=[CH:23][CH:22]=1.Cl. Product: [CH3:18][C:19](=[CH:20][C:21]1[CH:26]=[CH:25][CH:24]=[CH:23][CH:22]=1)[CH:27]=[CH:14][C:15]([OH:17])=[O:16]. The catalyst class is: 7. (3) Reactant: [Si:1]([O:8][CH2:9][C@@H:10]([N:15]1[C:24]2[C:19](=[CH:20][C:21](I)=[C:22]([F:25])[CH:23]=2)[C:18](=[O:27])[C:17]([C:28]([O:30][CH2:31][CH3:32])=[O:29])=[CH:16]1)[C:11]([CH3:14])([CH3:13])[CH3:12])([C:4]([CH3:7])([CH3:6])[CH3:5])([CH3:3])[CH3:2].[F:33][C:34]1[CH:39]=[CH:38][C:37]([CH2:40][NH2:41])=[CH:36][CH:35]=1.C1C=CC(P(C2C(C3C(P(C4C=CC=CC=4)C4C=CC=CC=4)=CC=C4C=3C=CC=C4)=C3C(C=CC=C3)=CC=2)C2C=CC=CC=2)=CC=1.C([O-])([O-])=O.[Cs+].[Cs+]. Product: [Si:1]([O:8][CH2:9][C@@H:10]([N:15]1[C:24]2[C:19](=[CH:20][C:21]([NH:41][CH2:40][C:37]3[CH:38]=[CH:39][C:34]([F:33])=[CH:35][CH:36]=3)=[C:22]([F:25])[CH:23]=2)[C:18](=[O:27])[C:17]([C:28]([O:30][CH2:31][CH3:32])=[O:29])=[CH:16]1)[C:11]([CH3:14])([CH3:13])[CH3:12])([C:4]([CH3:7])([CH3:6])[CH3:5])([CH3:3])[CH3:2]. The catalyst class is: 222. (4) Reactant: Br[C:2]1O[C:5]([CH2:7][N:8]([CH3:10])[CH3:9])=[CH:4][CH:3]=1.[CH:11]([C:13]1[CH:18]=[CH:17][CH:16]=[CH:15][C:14]=1B(O)O)=[O:12].[C:22](=O)([O-])[O-].[Na+].[Na+].Cl. Product: [CH3:9][N:8]([CH2:7][C:5]1[CH2:22][C:2]([C:14]2[CH:15]=[CH:16][CH:17]=[CH:18][C:13]=2[CH:11]=[O:12])=[CH:3][CH:4]=1)[CH3:10]. The catalyst class is: 745.